Dataset: Reaction yield outcomes from USPTO patents with 853,638 reactions. Task: Predict the reaction yield, written as a fraction of the theoretical maximum amount of product (1.0 means a 100% yield; for example, 0.34 means a 34% yield). (1) The reactants are Br[CH2:2][C:3]1[CH:8]=[CH:7][C:6]([C:9]2[CH:13]=[C:12]([C:14]([NH2:16])=[O:15])[O:11][N:10]=2)=[CH:5][CH:4]=1.[CH3:17][C:18]1[CH:23]=[CH:22][CH:21]=[C:20]([CH3:24])[C:19]=1[OH:25].C([O-])([O-])=O.[K+].[K+]. The catalyst is CC#N. The product is [CH3:17][C:18]1[CH:23]=[CH:22][CH:21]=[C:20]([CH3:24])[C:19]=1[O:25][CH2:2][C:3]1[CH:8]=[CH:7][C:6]([C:9]2[CH:13]=[C:12]([C:14]([NH2:16])=[O:15])[O:11][N:10]=2)=[CH:5][CH:4]=1. The yield is 0.810. (2) The reactants are [N:1]1[CH:6]=[CH:5][CH:4]=[CH:3][C:2]=1[CH2:7][CH2:8][CH2:9][C:10]([O:12][CH2:13][CH3:14])=[O:11].[C:15]1([CH2:21][CH2:22][CH2:23]I)[CH:20]=[CH:19][CH:18]=[CH:17][CH:16]=1. No catalyst specified. The product is [C:15]1([CH2:21][CH2:22][CH2:23][CH:9]([CH2:8][CH2:7][C:2]2[CH:3]=[CH:4][CH:5]=[CH:6][N:1]=2)[C:10]([O:12][CH2:13][CH3:14])=[O:11])[CH:20]=[CH:19][CH:18]=[CH:17][CH:16]=1. The yield is 0.400. (3) The reactants are [CH3:1][C:2]1[C:3]([C:11]2[S:15][C:14]([C:16]([OH:18])=O)=[CH:13][CH:12]=2)=[N:4][O:5][C:6]=1[C:7]([F:10])([F:9])[F:8].Cl.[F:20][C:21]1([F:25])[CH2:24][NH:23][CH2:22]1.C1COCC1.N1CCC1. The catalyst is C(N(CC)CC)C. The product is [F:20][C:21]1([F:25])[CH2:24][N:23]([C:16]([C:14]2[S:15][C:11]([C:3]3[C:2]([CH3:1])=[C:6]([C:7]([F:8])([F:9])[F:10])[O:5][N:4]=3)=[CH:12][CH:13]=2)=[O:18])[CH2:22]1. The yield is 0.490. (4) The reactants are Br[C:2]1[CH:10]=[CH:9][CH:8]=[CH:7][C:3]=1[C:4]([OH:6])=[O:5].C([Mg]CCCC)CCC.[CH3:20][CH2:21][CH2:22][CH2:23][CH2:24][CH2:25][CH3:26].C([Li])CCC.CCCCCC.C(=O)C1C=CC=CC=1.Cl. The catalyst is O1CCCC1.CCCCCCC.C(OCC)(=O)C. The product is [C:21]1([CH:20]2[C:2]3[C:3](=[CH:7][CH:8]=[CH:9][CH:10]=3)[C:4](=[O:5])[O:6]2)[CH:26]=[CH:25][CH:24]=[CH:23][CH:22]=1. The yield is 0.880. (5) The reactants are Cl.[NH2:2][CH:3]([C:8]([O:10][CH3:11])=[O:9])[C:4]([O:6][CH3:7])=[O:5].[C:12](O[C:12]([O:14][C:15]([CH3:18])([CH3:17])[CH3:16])=[O:13])([O:14][C:15]([CH3:18])([CH3:17])[CH3:16])=[O:13].C(N(CC)CC)C. The catalyst is ClCCl. The product is [C:12]([NH:2][CH:3]([C:8]([O:10][CH3:11])=[O:9])[C:4]([O:6][CH3:7])=[O:5])([O:14][C:15]([CH3:18])([CH3:17])[CH3:16])=[O:13]. The yield is 0.880. (6) The reactants are [OH-].[Li+].[Si:3]([O:10][C@@H:11]([C:29]1[CH:34]=[CH:33][CH:32]=[CH:31][C:30]=1[C:35]1[CH:40]=[CH:39][C:38]([Cl:41])=[CH:37][CH:36]=1)[CH:12]1[CH2:17][CH2:16][N:15]([C:18]2[CH:28]=[CH:27][C:21]([C:22]([O:24]CC)=[O:23])=[CH:20][CH:19]=2)[CH2:14][CH2:13]1)([C:6]([CH3:9])([CH3:8])[CH3:7])([CH3:5])[CH3:4]. The catalyst is C1COCC1.CO.O. The product is [Si:3]([O:10][C@@H:11]([C:29]1[CH:34]=[CH:33][CH:32]=[CH:31][C:30]=1[C:35]1[CH:40]=[CH:39][C:38]([Cl:41])=[CH:37][CH:36]=1)[CH:12]1[CH2:13][CH2:14][N:15]([C:18]2[CH:28]=[CH:27][C:21]([C:22]([OH:24])=[O:23])=[CH:20][CH:19]=2)[CH2:16][CH2:17]1)([C:6]([CH3:9])([CH3:8])[CH3:7])([CH3:5])[CH3:4]. The yield is 0.890. (7) The reactants are [Cl:1][C:2]1[CH:3]=[C:4]2[C:8](=[CH:9][CH:10]=1)[NH:7][C:6](=[O:11])[CH2:5]2.[CH2:12]([O:14][C:15]([C:17]1[NH:18][C:19]([CH:23]=O)=[C:20]([CH3:22])[CH:21]=1)=[O:16])[CH3:13]. No catalyst specified. The product is [CH2:12]([O:14][C:15]([C:17]1[NH:18][C:19]([CH:23]=[C:5]2[C:4]3[C:8](=[CH:9][CH:10]=[C:2]([Cl:1])[CH:3]=3)[NH:7][C:6]2=[O:11])=[C:20]([CH3:22])[CH:21]=1)=[O:16])[CH3:13]. The yield is 0.940. (8) The reactants are C(Cl)(=O)C(Cl)=O.CS(C)=O.[OH:11][CH2:12][CH2:13][CH2:14][CH2:15][N:16]1[C:24](=[O:25])[C:23]2[C:18](=[CH:19][CH:20]=[CH:21][CH:22]=2)[C:17]1=[O:26]. The catalyst is ClCCl.Cl. The product is [O:26]=[C:17]1[C:18]2[C:23](=[CH:22][CH:21]=[CH:20][CH:19]=2)[C:24](=[O:25])[N:16]1[CH2:15][CH2:14][CH2:13][CH:12]=[O:11]. The yield is 0.870. (9) The catalyst is C(Cl)Cl.O.C1C=CC(/C=C/C(/C=C/C2C=CC=CC=2)=O)=CC=1.C1C=CC(/C=C/C(/C=C/C2C=CC=CC=2)=O)=CC=1.C1C=CC(/C=C/C(/C=C/C2C=CC=CC=2)=O)=CC=1.[Pd].[Pd]. The yield is 0.220. The reactants are Br[C:2]1[CH:7]=[CH:6][CH:5]=[CH:4][C:3]=1[O:8][CH:9]([CH3:11])[CH3:10].[NH:12]1[CH2:18][CH2:17][CH2:16][NH:15][CH2:14][CH2:13]1.C1C=CC(P(C2C(C3C(P(C4C=CC=CC=4)C4C=CC=CC=4)=CC=C4C=3C=CC=C4)=C3C(C=CC=C3)=CC=2)C2C=CC=CC=2)=CC=1.C1CCN2C(=NCCC2)CC1.CC([O-])(C)C.[Na+].[CH3:82][C:83]([O:86][C:87](O[C:87]([O:86][C:83]([CH3:85])([CH3:84])[CH3:82])=[O:88])=[O:88])([CH3:85])[CH3:84]. The product is [CH:9]([O:8][C:3]1[CH:4]=[CH:5][CH:6]=[CH:7][C:2]=1[N:12]1[CH2:18][CH2:17][CH2:16][N:15]([C:87]([O:86][C:83]([CH3:85])([CH3:84])[CH3:82])=[O:88])[CH2:14][CH2:13]1)([CH3:11])[CH3:10]. (10) The yield is 0.780. The reactants are [CH3:1][C:2]1[CH:7]=[CH:6][C:5]([S:8]([O:11][CH2:12][CH:13]2[CH2:17][C:16]3[CH:18]=[CH:19][CH:20]=[C:21](Br)[C:15]=3[O:14]2)(=[O:10])=[O:9])=[CH:4][CH:3]=1.[C:23]1(/[CH:29]=[CH:30]/B(O)O)[CH:28]=[CH:27][CH:26]=[CH:25][CH:24]=1.C(=O)([O-])[O-].[K+].[K+].CC1C=CC(S(OCC2CC3C(C4C=CC=CC=4)=CC=CC=3O2)(=O)=O)=CC=1. The catalyst is CC1C=CC=CC=1[P](C1C=CC=CC=1C)([Pd](Cl)(Cl)[P](C1=C(C)C=CC=C1)(C1C=CC=CC=1C)C1C=CC=CC=1C)C1C=CC=CC=1C. The product is [CH3:1][C:2]1[CH:7]=[CH:6][C:5]([S:8]([O:11][CH2:12][CH:13]2[CH2:17][C:16]3[CH:18]=[CH:19][CH:20]=[C:21](/[CH:30]=[CH:29]/[C:23]4[CH:28]=[CH:27][CH:26]=[CH:25][CH:24]=4)[C:15]=3[O:14]2)(=[O:10])=[O:9])=[CH:4][CH:3]=1.